This data is from CYP1A2 inhibition data for predicting drug metabolism from PubChem BioAssay. The task is: Regression/Classification. Given a drug SMILES string, predict its absorption, distribution, metabolism, or excretion properties. Task type varies by dataset: regression for continuous measurements (e.g., permeability, clearance, half-life) or binary classification for categorical outcomes (e.g., BBB penetration, CYP inhibition). Dataset: cyp1a2_veith. (1) The compound is COC(=O)[C@@]1(Cc2ccccc2)[C@H]2c3cc(C(=O)N(C)C)n(Cc4cc(F)c(F)c(F)c4)c3C[C@H]2CN1C(=O)c1ccccc1. The result is 0 (non-inhibitor). (2) The drug is CCC(=O)Nc1ccccc1C(=O)OCC(=O)c1cccc2ccccc12. The result is 1 (inhibitor). (3) The result is 0 (non-inhibitor). The drug is CCCCN1C(=O)C(NC(=O)c2cccnc2)(C(F)(F)F)C2=C1CC(C)(C)CC2=O.